This data is from Full USPTO retrosynthesis dataset with 1.9M reactions from patents (1976-2016). The task is: Predict the reactants needed to synthesize the given product. (1) Given the product [CH3:10][C:11]1[C:15]([C:16]2[CH:25]=[C:24]3[C:19]([C:20]([NH:27][CH2:28][C:29]4[S:33][C:32]([CH3:34])=[N:31][C:30]=4[CH3:35])=[C:21]([NH:26][C:7]([CH:4]4[CH2:3][CH2:2][O:1][CH2:6][CH2:5]4)=[O:9])[CH:22]=[N:23]3)=[CH:18][C:17]=2[O:36][CH3:37])=[C:14]([CH3:38])[O:13][N:12]=1, predict the reactants needed to synthesize it. The reactants are: [O:1]1[CH2:6][CH2:5][CH:4]([C:7]([OH:9])=O)[CH2:3][CH2:2]1.[CH3:10][C:11]1[C:15]([C:16]2[CH:25]=[C:24]3[C:19]([C:20]([NH:27][CH2:28][C:29]4[S:33][C:32]([CH3:34])=[N:31][C:30]=4[CH3:35])=[C:21]([NH2:26])[CH:22]=[N:23]3)=[CH:18][C:17]=2[O:36][CH3:37])=[C:14]([CH3:38])[O:13][N:12]=1.C(N(CC)CC)C.CN(C(ON1N=NC2C=CC=NC1=2)=[N+](C)C)C.F[P-](F)(F)(F)(F)F. (2) Given the product [C:18]([O:17][C:14](=[O:16])[CH2:15][C:4]([C:5]1[CH:10]=[CH:9][N:8]=[C:7]([C:11]#[N:12])[CH:6]=1)=[O:13])([CH3:21])([CH3:20])[CH3:19], predict the reactants needed to synthesize it. The reactants are: C(O[C:4](=[O:13])[C:5]1[CH:10]=[CH:9][N:8]=[C:7]([C:11]#[N:12])[CH:6]=1)C.[C:14]([O:17][C:18]([CH3:21])([CH3:20])[CH3:19])(=[O:16])[CH3:15].[Li].